Task: Predict the reaction yield, written as a fraction of the theoretical maximum amount of product (1.0 means a 100% yield; for example, 0.34 means a 34% yield).. Dataset: Reaction yield outcomes from USPTO patents with 853,638 reactions The reactants are [CH3:1][O:2][C:3](=[O:19])[CH2:4][CH:5]([NH:9][C:10](=[O:18])[C:11]1[CH:16]=[CH:15][C:14]([Br:17])=[CH:13][CH:12]=1)[C:6](=O)[CH3:7].S(=O)(=O)(O)O. The catalyst is C(OC(=O)C)(=O)C. The product is [CH3:1][O:2][C:3](=[O:19])[CH2:4][C:5]1[N:9]=[C:10]([C:11]2[CH:16]=[CH:15][C:14]([Br:17])=[CH:13][CH:12]=2)[O:18][C:6]=1[CH3:7]. The yield is 0.483.